Task: Predict the reaction yield, written as a fraction of the theoretical maximum amount of product (1.0 means a 100% yield; for example, 0.34 means a 34% yield).. Dataset: Reaction yield outcomes from USPTO patents with 853,638 reactions (1) The reactants are [F:1][C:2]1[CH:7]=[CH:6][C:5]([C:8]2[O:9][C:10]3[CH:20]=[C:19]([N:21]([CH2:26][CH:27]([OH:29])[CH3:28])[S:22]([CH3:25])(=[O:24])=[O:23])[C:18]([C:30]4[CH:35]=[CH:34][CH:33]=[C:32]([C:36]5[O:37][C:38]6[C:39]([N:44]=5)=[N:40][CH:41]=[CH:42][CH:43]=6)[CH:31]=4)=[CH:17][C:11]=3[C:12]=2[C:13]([NH:15][CH3:16])=[O:14])=[CH:4][CH:3]=1.CCN(CC)CC.[CH3:52][S:53](Cl)(=[O:55])=[O:54]. The catalyst is ClCCl. The product is [CH3:52][S:53]([O:29][CH:27]([CH3:28])[CH2:26][N:21]([C:19]1[C:18]([C:30]2[CH:35]=[CH:34][CH:33]=[C:32]([C:36]3[O:37][C:38]4[C:39]([N:44]=3)=[N:40][CH:41]=[CH:42][CH:43]=4)[CH:31]=2)=[CH:17][C:11]2[C:12]([C:13](=[O:14])[NH:15][CH3:16])=[C:8]([C:5]3[CH:4]=[CH:3][C:2]([F:1])=[CH:7][CH:6]=3)[O:9][C:10]=2[CH:20]=1)[S:22]([CH3:25])(=[O:24])=[O:23])(=[O:55])=[O:54]. The yield is 0.850. (2) The reactants are C(OC(=O)[NH:7][CH2:8][C@:9]12[CH2:15][C@H:14]1[C@:13]([C:17]1[CH:22]=[C:21]([NH:23][C:24]([C:26]3[CH:31]=[N:30][C:29]([O:32][CH2:33][C:34]#[CH:35])=[CH:28][N:27]=3)=[O:25])[CH:20]=[C:19]([F:36])[C:18]=1[F:37])([CH3:16])[N:12]=[C:11]([NH2:38])[S:10]2)(C)(C)C. The catalyst is C(O)(C(F)(F)F)=O. The product is [NH2:38][C:11]1[S:10][C@:9]2([CH2:8][NH2:7])[C@H:14]([C@:13]([C:17]3[CH:22]=[C:21]([NH:23][C:24]([C:26]4[CH:31]=[N:30][C:29]([O:32][CH2:33][C:34]#[CH:35])=[CH:28][N:27]=4)=[O:25])[CH:20]=[C:19]([F:36])[C:18]=3[F:37])([CH3:16])[N:12]=1)[CH2:15]2. The yield is 0.810. (3) The catalyst is O.O1CCCC1. The yield is 0.535. The product is [CH2:30]([NH:37][C:27]([C:22]1[C:23]2[C:18](=[C:17]([N+:14]([O-:16])=[O:15])[CH:26]=[CH:25][CH:24]=2)[CH:19]=[CH:20][CH:21]=1)=[O:29])[C:31]1[CH:36]=[CH:35][CH:34]=[CH:33][CH:32]=1. The reactants are C(N(CC)CC)C.ClC(OCC)=O.[N+:14]([C:17]1[CH:26]=[CH:25][CH:24]=[C:23]2[C:18]=1[CH:19]=[CH:20][CH:21]=[C:22]2[C:27]([OH:29])=O)([O-:16])=[O:15].[CH2:30]([NH2:37])[C:31]1[CH:36]=[CH:35][CH:34]=[CH:33][CH:32]=1. (4) The yield is 0.232. The product is [CH2:1]([O:3][C:4]1[CH:5]=[C:6]([F:29])[C:7]([CH2:8][N:9]2[C:17]3[C:12](=[CH:13][CH:14]=[CH:15][CH:16]=3)[C:11]([C:18]3[N:23]=[C:22]([NH:24][C:32]4[CH:37]=[CH:36][N:35]=[CH:34][CH:33]=4)[CH:21]=[C:20]([NH2:25])[N:19]=3)=[N:10]2)=[C:26]([F:28])[CH:27]=1)[CH3:2]. The catalyst is CN(C)C=O.O.C([O-])(=O)C.[Pd+2].C([O-])(=O)C. The reactants are [CH2:1]([O:3][C:4]1[CH:27]=[C:26]([F:28])[C:7]([CH2:8][N:9]2[C:17]3[C:12](=[CH:13][CH:14]=[CH:15][CH:16]=3)[C:11]([C:18]3[N:23]=[C:22]([NH2:24])[CH:21]=[C:20]([NH2:25])[N:19]=3)=[N:10]2)=[C:6]([F:29])[CH:5]=1)[CH3:2].Cl.Br[C:32]1[CH:37]=[CH:36][N:35]=[CH:34][CH:33]=1.CC1(C)C2C=CC=C(P(C3C=CC=CC=3)C3C=CC=CC=3)C=2OC2C1=CC=CC=2P(C1C=CC=CC=1)C1C=CC=CC=1.C(=O)([O-])[O-].[Cs+].[Cs+].Cl.